This data is from Forward reaction prediction with 1.9M reactions from USPTO patents (1976-2016). The task is: Predict the product of the given reaction. (1) Given the reactants [CH2:1]([O:8][C:9]1[CH:10]=[CH:11][C:12]([N:15]2[CH2:20][CH2:19][CH:18]([NH:21][C:22](=O)[O:23]C(C)(C)C)[CH2:17][CH2:16]2)=[N:13][CH:14]=1)[C:2]1[CH:7]=[CH:6][CH:5]=[CH:4][CH:3]=1.Cl.[F:30][C:31]1[CH:36]=[CH:35][CH:34]=[CH:33][C:32]=1[CH2:37][CH2:38]C(O)=O.CCN=C=NCCCN(C)C.C1C=CC2N(O)N=NC=2C=1.C(N(CC)CC)C, predict the reaction product. The product is: [CH2:1]([O:8][C:9]1[CH:10]=[CH:11][C:12]([N:15]2[CH2:20][CH2:19][CH:18]([NH:21][C:22](=[O:23])[CH2:38][CH2:37][C:32]3[CH:33]=[CH:34][CH:35]=[CH:36][C:31]=3[F:30])[CH2:17][CH2:16]2)=[N:13][CH:14]=1)[C:2]1[CH:3]=[CH:4][CH:5]=[CH:6][CH:7]=1. (2) Given the reactants B(O)O.Br[C:5]1[N:12]=[CH:11][CH:10]=[CH:9][C:6]=1[CH:7]=[O:8].[F:13][C:14]([F:26])([F:25])[O:15][C:16]1[CH:17]=[C:18](B(O)O)[CH:19]=[CH:20][CH:21]=1, predict the reaction product. The product is: [F:13][C:14]([F:25])([F:26])[O:15][C:16]1[CH:21]=[C:20]([C:5]2[N:12]=[CH:11][CH:10]=[CH:9][C:6]=2[CH:7]=[O:8])[CH:19]=[CH:18][CH:17]=1. (3) Given the reactants [Cl:1][C:2]1[C:7]([Cl:8])=[C:6]([C:9]([OH:18])([C:14]([F:17])([F:16])[F:15])[C:10]([F:13])([F:12])[F:11])[CH:5]=[CH:4][C:3]=1[C:19]1[S:23][C:22]([C:24]([O:26]CC)=O)=[N:21][C:20]=1[C:29](=[O:35])[N:30]([CH2:33][CH3:34])[CH2:31][CH3:32].ClC1C(Cl)=C(C(O)(C(F)(F)F)C(F)(F)F)C=CC=1C1SC(C([O-])=O)=[N:56]C=1C(=O)N(CC)CC.[Li+].N.C(O)C, predict the reaction product. The product is: [Cl:1][C:2]1[C:7]([Cl:8])=[C:6]([C:9]([OH:18])([C:10]([F:11])([F:13])[F:12])[C:14]([F:15])([F:16])[F:17])[CH:5]=[CH:4][C:3]=1[C:19]1[S:23][C:22]([C:24]([NH2:56])=[O:26])=[N:21][C:20]=1[C:29]([N:30]([CH2:33][CH3:34])[CH2:31][CH3:32])=[O:35]. (4) Given the reactants [CH3:1][O:2][C:3](=[O:16])[C:4]1[CH:9]=[CH:8][C:7](I)=[C:6]([O:11][CH2:12][C:13]([CH3:15])=[CH2:14])[CH:5]=1.C(=O)([O-])[O-].[K+].[K+].[C:23]1(B(O)O)[C:32]2[C:27](=[CH:28][CH:29]=[CH:30][CH:31]=2)[CH:26]=[CH:25][CH:24]=1, predict the reaction product. The product is: [CH3:1][O:2][C:3]([C:4]1[CH:9]=[CH:8][C:7]2[C:13]([CH3:15])([CH2:14][C:31]3[C:32]4[C:27](=[CH:26][CH:25]=[CH:24][CH:23]=4)[CH:28]=[CH:29][CH:30]=3)[CH2:12][O:11][C:6]=2[CH:5]=1)=[O:16]. (5) Given the reactants [CH3:1][C:2]1[NH:3][C:4](=[O:11])[C:5]2[CH:10]=[CH:9][S:8][C:6]=2[N:7]=1.C1C(=O)N([Cl:19])C(=O)C1, predict the reaction product. The product is: [Cl:19][C:9]1[S:8][C:6]2[N:7]=[C:2]([CH3:1])[NH:3][C:4](=[O:11])[C:5]=2[CH:10]=1. (6) Given the reactants [NH:1]1[C:9]2[C:4](=[N:5][CH:6]=[CH:7][CH:8]=2)[CH:3]=[C:2]1[C:10]([NH2:12])=[O:11].[N+:13]([C:16]1[CH:21]=[CH:20][C:19]([S:22][S:22][C:19]2[CH:20]=[CH:21][C:16]([N+:13]([O-:15])=[O:14])=[CH:17][CH:18]=2)=[CH:18][CH:17]=1)([O-:15])=[O:14], predict the reaction product. The product is: [N+:13]([C:16]1[CH:21]=[CH:20][C:19]([S:22][C:3]2[C:4]3=[N:5][CH:6]=[CH:7][CH:8]=[C:9]3[NH:1][C:2]=2[C:10]([NH2:12])=[O:11])=[CH:18][CH:17]=1)([O-:15])=[O:14]. (7) Given the reactants Cl[CH2:2][CH2:3][O:4][CH2:5][CH2:6][OH:7].Cl.[CH3:9][O:10][C:11]1[CH:12]=[C:13]([C:19]2[C@@H:28]3[C@@H:23]([CH2:24][CH:25]=[CH:26][CH2:27]3)[C:22](=[O:29])[N:21]([CH:30]3[CH2:35][CH2:34][N:33](CCSC)[CH2:32][CH2:31]3)[N:20]=2)[CH:14]=[CH:15][C:16]=1[O:17][CH3:18], predict the reaction product. The product is: [CH3:9][O:10][C:11]1[CH:12]=[C:13]([C:19]2[C@@H:28]3[C@@H:23]([CH2:24][CH:25]=[CH:26][CH2:27]3)[C:22](=[O:29])[N:21]([CH:30]3[CH2:35][CH2:34][N:33]([CH2:2][CH2:3][O:4][CH2:5][CH2:6][OH:7])[CH2:32][CH2:31]3)[N:20]=2)[CH:14]=[CH:15][C:16]=1[O:17][CH3:18]. (8) Given the reactants [N:1]1(C(OC(C)(C)C)=O)[CH2:6][CH2:5][N:4](C(OC(C)(C)C)=O)[CH2:3][CH:2]1[C:14]([O:16][CH2:17]C)=O.Cl, predict the reaction product. The product is: [CH3:17][O:16][CH2:14][CH:2]1[CH2:3][NH:4][CH2:5][CH2:6][NH:1]1.